The task is: Predict which catalyst facilitates the given reaction.. This data is from Catalyst prediction with 721,799 reactions and 888 catalyst types from USPTO. (1) Reactant: Br[CH2:2][CH:3]1[O:8][C:7]2[CH:9]=[CH:10][CH:11]=[CH:12][C:6]=2[O:5][CH2:4]1.[F:13][C:14]1[CH:15]=[C:16]([CH:20]2[CH2:25][CH2:24][CH2:23][NH:22][CH2:21]2)[CH:17]=[CH:18][CH:19]=1.C(N(CC)CC)C. Product: [O:8]1[C:7]2[CH:9]=[CH:10][CH:11]=[CH:12][C:6]=2[O:5][CH2:4][CH:3]1[CH2:2][N:22]1[CH2:23][CH2:24][CH2:25][CH:20]([C:16]2[CH:17]=[CH:18][CH:19]=[C:14]([F:13])[CH:15]=2)[CH2:21]1. The catalyst class is: 10. (2) Reactant: [Cl:1][C:2]1[NH:6][C:5]2[CH:7]=[CH:8][CH:9]=[CH:10][C:4]=2[N:3]=1.C([O-])([O-])=O.[K+].[K+].I[CH:18]1[CH2:22][CH2:21][CH2:20][CH2:19]1. Product: [Cl:1][C:2]1[N:6]([CH:18]2[CH2:22][CH2:21][CH2:20][CH2:19]2)[C:5]2[CH:7]=[CH:8][CH:9]=[CH:10][C:4]=2[N:3]=1. The catalyst class is: 3.